From a dataset of Catalyst prediction with 721,799 reactions and 888 catalyst types from USPTO. Predict which catalyst facilitates the given reaction. (1) Reactant: [Cl:1][C:2]1[CH:3]=[C:4]([C@@H:9]([OH:14])[C:10]([F:13])([F:12])[F:11])[CH:5]=[CH:6][C:7]=1[Cl:8].CC1C=CC=C(C)N=1.[F:23][C:24]([F:37])([F:36])[S:25](O[S:25]([C:24]([F:37])([F:36])[F:23])(=[O:27])=[O:26])(=[O:27])=[O:26]. Product: [F:23][C:24]([F:37])([F:36])[S:25]([O:14][C@H:9]([C:4]1[CH:5]=[CH:6][C:7]([Cl:8])=[C:2]([Cl:1])[CH:3]=1)[C:10]([F:11])([F:12])[F:13])(=[O:27])=[O:26]. The catalyst class is: 244. (2) Reactant: C(OC([N:8]1[CH2:12][C@H:11]([C:13]2[CH:18]=[CH:17][CH:16]=[CH:15][CH:14]=2)[C@@H:10]([CH2:19][N:20]2[CH2:39][CH2:38][C:23]3([C:27](=[O:28])[N:26]([CH2:29][C:30]4[CH:35]=[CH:34][C:33]([O:36][CH3:37])=[CH:32][CH:31]=4)[CH2:25][CH2:24]3)[CH2:22][CH2:21]2)[CH2:9]1)=O)(C)(C)C.FC(F)(F)C(O)=O.[OH-].[Na+]. Product: [CH3:37][O:36][C:33]1[CH:32]=[CH:31][C:30]([CH2:29][N:26]2[CH2:25][CH2:24][C:23]3([CH2:38][CH2:39][N:20]([CH2:19][C@@H:10]4[C@@H:11]([C:13]5[CH:14]=[CH:15][CH:16]=[CH:17][CH:18]=5)[CH2:12][NH:8][CH2:9]4)[CH2:21][CH2:22]3)[C:27]2=[O:28])=[CH:35][CH:34]=1. The catalyst class is: 4. (3) Reactant: [C:1](/[CH:3]=[CH:4]/[S:5]([C:8]1[CH:13]=[CH:12][C:11]([C:14]([CH3:19])([CH3:18])[C:15]([OH:17])=O)=[CH:10][CH:9]=1)(=[O:7])=[O:6])#[N:2].[CH3:20][O:21][C:22]1[CH:30]=[CH:29][CH:28]=[CH:27][C:23]=1[CH2:24][NH:25][CH3:26].Cl.CN(C)CCCN=C=NCC.ON1C2C=CC=CC=2N=N1. Product: [C:1](/[CH:3]=[CH:4]/[S:5]([C:8]1[CH:9]=[CH:10][C:11]([C:14]([CH3:19])([CH3:18])[C:15]([N:25]([CH2:24][C:23]2[CH:27]=[CH:28][CH:29]=[CH:30][C:22]=2[O:21][CH3:20])[CH3:26])=[O:17])=[CH:12][CH:13]=1)(=[O:6])=[O:7])#[N:2]. The catalyst class is: 10. (4) Reactant: Cl.[OH:2][CH:3]([CH3:11])[CH2:4][CH:5]1[CH2:10][CH2:9][NH:8][CH2:7][CH2:6]1.[NH:12]1[C:20]2[C:15](=[CH:16][CH:17]=[CH:18][CH:19]=2)[CH:14]=[C:13]1[C:21](O)=[O:22].Cl.C(N=C=NCCCN(C)C)C.ON1C2C=CC=CC=2N=N1.Cl. Product: [NH:12]1[C:20]2[C:15](=[CH:16][CH:17]=[CH:18][CH:19]=2)[CH:14]=[C:13]1[C:21]([N:8]1[CH2:9][CH2:10][CH:5]([CH2:4][CH:3]([OH:2])[CH3:11])[CH2:6][CH2:7]1)=[O:22]. The catalyst class is: 338. (5) Reactant: [CH2:1]1[C:12]2[C:11]3[CH:10]=[CH:9][CH:8]=[CH:7][C:6]=3[NH:5][C:4]=2[CH2:3][CH2:2]1.Cl. Product: [CH2:1]1[CH:12]2[CH:4]([NH:5][C:6]3[CH:7]=[CH:8][CH:9]=[CH:10][C:11]=32)[CH2:3][CH2:2]1. The catalyst class is: 45. (6) Reactant: C([O:5][C:6]([C:8]1([CH2:13][NH:14][C:15]([C:17]2[N:18]=[C:19]([C:35]#[N:36])[C:20]3[C:25]([C:26]=2[OH:27])=[CH:24][CH:23]=[C:22]([O:28][C:29]2[CH:34]=[CH:33][CH:32]=[CH:31][CH:30]=2)[CH:21]=3)=[O:16])[CH2:12][CH2:11][CH2:10][CH2:9]1)=[O:7])(C)(C)C.C(O)(C(F)(F)F)=O. Product: [C:35]([C:19]1[C:20]2[C:25](=[CH:24][CH:23]=[C:22]([O:28][C:29]3[CH:30]=[CH:31][CH:32]=[CH:33][CH:34]=3)[CH:21]=2)[C:26]([OH:27])=[C:17]([C:15]([NH:14][CH2:13][C:8]2([C:6]([OH:7])=[O:5])[CH2:9][CH2:10][CH2:11][CH2:12]2)=[O:16])[N:18]=1)#[N:36]. The catalyst class is: 2. (7) Reactant: [C:1]1([C:7]2[CH:8]=[C:9]([CH:12]=O)[O:10][CH:11]=2)[CH:6]=[CH:5][CH:4]=[CH:3][CH:2]=1.[BH3-]C#[N:16].[Na+]. Product: [C:1]1([C:7]2[CH:8]=[C:9]([CH2:12][NH2:16])[O:10][CH:11]=2)[CH:6]=[CH:5][CH:4]=[CH:3][CH:2]=1. The catalyst class is: 5.